This data is from Full USPTO retrosynthesis dataset with 1.9M reactions from patents (1976-2016). The task is: Predict the reactants needed to synthesize the given product. (1) Given the product [CH2:30]([N:34]([C:35]1[CH:40]=[CH:39][CH:38]=[CH:37][CH:36]=1)[C:14](=[O:17])[NH:2][CH2:3][C:4]1[CH:5]=[CH:6][C:7]([C:8]([O:10][CH3:11])=[O:9])=[CH:12][CH:13]=1)[CH2:31][CH2:32][CH3:33], predict the reactants needed to synthesize it. The reactants are: Cl.[NH2:2][CH2:3][C:4]1[CH:13]=[CH:12][C:7]([C:8]([O:10][CH3:11])=[O:9])=[CH:6][CH:5]=1.[C:14](=[O:17])(O)[O-].ClC(Cl)(OC(=O)OC(Cl)(Cl)Cl)Cl.[CH2:30]([NH:34][C:35]1[CH:40]=[CH:39][CH:38]=[CH:37][CH:36]=1)[CH2:31][CH2:32][CH3:33].CCN(CC)CC. (2) Given the product [Cl:13][C:9]1[C:10]([Cl:12])=[CH:11][C:6]([CH:4]([NH2:1])[CH3:5])=[C:7]([O:15][CH3:16])[C:8]=1[I:14], predict the reactants needed to synthesize it. The reactants are: [N:1]([CH:4]([C:6]1[CH:11]=[C:10]([Cl:12])[C:9]([Cl:13])=[C:8]([I:14])[C:7]=1[O:15][CH3:16])[CH3:5])=[N+]=[N-].CP(C)C.